Dataset: Full USPTO retrosynthesis dataset with 1.9M reactions from patents (1976-2016). Task: Predict the reactants needed to synthesize the given product. Given the product [CH3:39][C:34]1[CH:35]=[CH:36][CH:37]=[CH:38][C:33]=1[O:23][C:20]1[CH:21]=[CH:22][C:17]([C:16]2[C:11]([NH2:10])=[N:12][CH:13]=[CH:14][CH:15]=2)=[CH:18][CH:19]=1, predict the reactants needed to synthesize it. The reactants are: N1C=CC=CC=1C(O)=O.[NH2:10][C:11]1[C:16]([C:17]2[CH:22]=[CH:21][C:20]([OH:23])=[CH:19][CH:18]=2)=[CH:15][CH:14]=[CH:13][N:12]=1.P([O-])([O-])([O-])=O.[K+].[K+].[K+].I[C:33]1[CH:38]=[CH:37][CH:36]=[CH:35][C:34]=1[CH3:39].